This data is from Reaction yield outcomes from USPTO patents with 853,638 reactions. The task is: Predict the reaction yield, written as a fraction of the theoretical maximum amount of product (1.0 means a 100% yield; for example, 0.34 means a 34% yield). (1) The reactants are [C:1]([O:5][C:6]([N:8]1[CH2:12][CH2:11][CH2:10][C:9]1=[O:13])=[O:7])([CH3:4])([CH3:3])[CH3:2].[C:14]1([Mg]Br)[CH:19]=[CH:18][CH:17]=[CH:16][CH:15]=1.Cl. The catalyst is C1COCC1. The product is [C:1]([O:5][C:6](=[O:7])[NH:8][CH2:12][CH2:11][CH2:10][C:9](=[O:13])[C:14]1[CH:19]=[CH:18][CH:17]=[CH:16][CH:15]=1)([CH3:4])([CH3:3])[CH3:2]. The yield is 0.960. (2) The yield is 0.770. The reactants are [H-].[Na+].CN(C=O)C.[F:8][CH:9]([F:12])[CH2:10][OH:11].F[C:14]1[CH:21]=[CH:20][C:17]([CH:18]=[O:19])=[CH:16][CH:15]=1. The catalyst is CCCCCC.CCOCC. The product is [F:8][CH:9]([F:12])[CH2:10][O:11][C:14]1[CH:21]=[CH:20][C:17]([CH:18]=[O:19])=[CH:16][CH:15]=1. (3) The catalyst is CCOC(C)=O.O. The yield is 0.567. The reactants are Br[C:2]1[CH:3]=[N:4][CH:5]=[C:6]([N+:9]([O-:11])=[O:10])[C:7]=1[NH2:8].[CH3:12][N:13]1[CH2:18][CH2:17][NH:16][CH2:15][CH2:14]1. The product is [CH3:12][N:13]1[CH2:18][CH2:17][N:16]([C:2]2[CH:3]=[N:4][CH:5]=[C:6]([N+:9]([O-:11])=[O:10])[C:7]=2[NH2:8])[CH2:15][CH2:14]1. (4) The reactants are Cl[C:2]1[CH:3]=[C:4]([CH:9]=[C:10](Cl)[CH:11]=1)[C:5]([O:7][CH3:8])=[O:6].[Cl:13]CCl.C[N:17]([CH3:20])C=O. The catalyst is C(OCC)(=O)C.[C-]#N.[Zn+2].[C-]#N.C1C=CC(P(C2C=CC=CC=2)[C-]2C=CC=C2)=CC=1.C1C=CC(P(C2C=CC=CC=2)[C-]2C=CC=C2)=CC=1.Cl[Pd]Cl.[Fe+2]. The product is [Cl:13][C:9]1[CH:10]=[CH:11][C:2]([C:20]#[N:17])=[CH:3][C:4]=1[C:5]([O:7][CH3:8])=[O:6]. The yield is 0.170. (5) The reactants are [CH3:1][CH:2]([C:21]1[CH:22]=[C:23]([CH:25]=[CH:26][CH:27]=1)[NH2:24])[CH2:3][N:4]1[CH2:9][CH2:8][N:7]([C:10]2[CH:19]=[CH:18][CH:17]=[C:16]3[C:11]=2[CH:12]=[CH:13][C:14]([CH3:20])=[N:15]3)[CH2:6][CH2:5]1.[CH3:28][C:29]1[S:30][C:31]([C:35](O)=[O:36])=[C:32]([CH3:34])[N:33]=1. No catalyst specified. The product is [CH3:28][C:29]1[S:30][C:31]([C:35]([NH:24][C:23]2[CH:25]=[CH:26][CH:27]=[C:21]([CH:2]([CH3:1])[CH2:3][N:4]3[CH2:5][CH2:6][N:7]([C:10]4[CH:19]=[CH:18][CH:17]=[C:16]5[C:11]=4[CH:12]=[CH:13][C:14]([CH3:20])=[N:15]5)[CH2:8][CH2:9]3)[CH:22]=2)=[O:36])=[C:32]([CH3:34])[N:33]=1. The yield is 0.870. (6) The reactants are [CH2:1]([C@H:8]([N:39](C(C1C=CC=CC=1)(C1C=CC=CC=1)C1C=CC=CC=1)[C:40](=[O:51])[C@H:41]([CH2:47][C:48]([NH2:50])=[O:49])[NH:42][C:43]([O:45][CH3:46])=[O:44])[C@@H:9]([OH:38])[CH2:10][C@@H:11]([NH:25][C:26](=[O:37])[C@H:27]([C:33]([CH3:36])([CH3:35])[CH3:34])[NH:28][C:29]([O:31][CH3:32])=[O:30])[CH2:12][C:13]1[CH:18]=[CH:17][C:16]([C:19]2[CH:24]=[CH:23][CH:22]=[CH:21][N:20]=2)=[CH:15][CH:14]=1)[C:2]1[CH:7]=[CH:6][CH:5]=[CH:4][CH:3]=1.FC(F)(F)C(O)=O. The yield is 0.160. The catalyst is ClCCl. The product is [NH2:50][C:48](=[O:49])[CH2:47][C@H:41]([NH:42][C:43](=[O:44])[O:45][CH3:46])[C:40](=[O:51])[NH:39][C@@H:8]([CH2:1][C:2]1[CH:7]=[CH:6][CH:5]=[CH:4][CH:3]=1)[C@@H:9]([OH:38])[CH2:10][C@H:11]([CH2:12][C:13]1[CH:14]=[CH:15][C:16]([C:19]2[CH:24]=[CH:23][CH:22]=[CH:21][N:20]=2)=[CH:17][CH:18]=1)[NH:25][C:26](=[O:37])[C@H:27]([C:33]([CH3:35])([CH3:34])[CH3:36])[NH:28][C:29](=[O:30])[O:31][CH3:32]. (7) The reactants are [CH3:1][O:2][C:3]1[CH:4]=[C:5]2[C:10](=[CH:11][CH:12]=1)[C:9]([OH:13])=[N:8][CH:7]=[CH:6]2.I[C:15]1[CH:20]=[CH:19][C:18]([O:21][CH3:22])=[CH:17][CH:16]=1.N1CCC[C@H]1C(O)=O.C(=O)([O-])[O-].[K+].[K+]. The catalyst is [Cu]I.O.CS(C)=O. The product is [CH3:1][O:2][C:3]1[CH:4]=[C:5]2[C:10](=[CH:11][CH:12]=1)[C:9](=[O:13])[N:8]([C:15]1[CH:20]=[CH:19][C:18]([O:21][CH3:22])=[CH:17][CH:16]=1)[CH:7]=[CH:6]2. The yield is 0.903. (8) The yield is 0.590. The product is [Br:17][C:18]1[CH:23]=[C:22]([C:24]2([C:26]([F:29])([F:28])[F:27])[O:1][N:2]=[C:3]([C:4]3[CH:15]=[CH:14][C:7]4[B:8]([OH:13])[O:9][C:10]([CH3:12])([CH3:11])[C:6]=4[CH:5]=3)[CH2:25]2)[CH:21]=[C:20]([Br:30])[C:19]=1[F:31]. The reactants are [OH:1][N:2]=[C:3](Cl)[C:4]1[CH:15]=[CH:14][C:7]2[B:8]([OH:13])[O:9][C:10]([CH3:12])([CH3:11])[C:6]=2[CH:5]=1.[Br:17][C:18]1[CH:23]=[C:22]([C:24]([C:26]([F:29])([F:28])[F:27])=[CH2:25])[CH:21]=[C:20]([Br:30])[C:19]=1[F:31].CC(=O)OCC. The catalyst is CN(C=O)C. (9) The reactants are [Br:1][C:2]1[CH:3]=[C:4]2[C:8](=[CH:9][CH:10]=1)[NH:7][C:6](=[O:11])/[C:5]/2=[N:12]\[C:13]1[CH:18]=[CH:17][CH:16]=[C:15]([C:19]([F:22])([F:21])[F:20])[CH:14]=1.C(N(CC)CC)C.[C:30]1(B(O)O)[CH:35]=[CH:34][CH:33]=[CH:32][CH:31]=1. The catalyst is C(Cl)Cl.C([O-])(=O)C.[Cu+2].C([O-])(=O)C. The product is [Br:1][C:2]1[CH:3]=[C:4]2[C:8](=[CH:9][CH:10]=1)[N:7]([C:30]1[CH:35]=[CH:34][CH:33]=[CH:32][CH:31]=1)[C:6](=[O:11])/[C:5]/2=[N:12]\[C:13]1[CH:18]=[CH:17][CH:16]=[C:15]([C:19]([F:20])([F:22])[F:21])[CH:14]=1. The yield is 0.200. (10) The reactants are [H-].[Na+].[O:3]=[C:4]1[C:13]2[C:8](=[CH:9][CH:10]=[C:11]([C:14]([O:16][CH3:17])=[O:15])[CH:12]=2)[CH:7]=[CH:6][NH:5]1.[Br:18][CH2:19][CH2:20]Br. The catalyst is CN(C=O)C. The product is [Br:18][CH2:19][CH2:20][N:5]1[CH:6]=[CH:7][C:8]2[C:13](=[CH:12][C:11]([C:14]([O:16][CH3:17])=[O:15])=[CH:10][CH:9]=2)[C:4]1=[O:3]. The yield is 0.380.